From a dataset of Retrosynthesis with 50K atom-mapped reactions and 10 reaction types from USPTO. Predict the reactants needed to synthesize the given product. Given the product CC1(C)Oc2c(c(C(c3c4c(c(SC(=O)C(C)(C)C)c5c3OC(C)(C)O5)OC(C)(C)O4)c3c4c(c(SC(=O)C(C)(C)C)c5c3OC(C)(C)O5)OC(C)(C)O4)c3c(c2SC(=O)C(C)(C)C)OC(C)(C)O3)O1, predict the reactants needed to synthesize it. The reactants are: CC1(C)Oc2c(c(C(O)(c3c4c(c(SC(=O)C(C)(C)C)c5c3OC(C)(C)O5)OC(C)(C)O4)c3c4c(c(SC(=O)C(C)(C)C)c5c3OC(C)(C)O5)OC(C)(C)O4)c3c(c2SC(=O)C(C)(C)C)OC(C)(C)O3)O1.